Dataset: Forward reaction prediction with 1.9M reactions from USPTO patents (1976-2016). Task: Predict the product of the given reaction. (1) Given the reactants [Cl:1][C:2]1[CH:3]=[C:4]([C:12]2[S:13][C:14]([C:17]3[C:18]([CH2:31][CH3:32])=[C:19]([CH2:23][N:24]([CH3:30])[CH2:25][C:26]([O:28]C)=[O:27])[CH:20]=[CH:21][CH:22]=3)=[CH:15][N:16]=2)[CH:5]=[CH:6][C:7]=1[O:8][CH:9]([CH3:11])[CH3:10].[OH-].[Na+], predict the reaction product. The product is: [Cl:1][C:2]1[CH:3]=[C:4]([C:12]2[S:13][C:14]([C:17]3[C:18]([CH2:31][CH3:32])=[C:19]([CH2:23][N:24]([CH3:30])[CH2:25][C:26]([OH:28])=[O:27])[CH:20]=[CH:21][CH:22]=3)=[CH:15][N:16]=2)[CH:5]=[CH:6][C:7]=1[O:8][CH:9]([CH3:11])[CH3:10]. (2) Given the reactants Br[C:2]1[CH:3]=[C:4]([NH:8][CH2:9][C:10]2[CH:15]=[CH:14][C:13]([O:16][CH3:17])=[C:12]([O:18][CH:19]3[CH2:23][CH2:22][CH2:21][CH2:20]3)[CH:11]=2)[CH:5]=[N:6][CH:7]=1.[O:24]1[CH2:29][CH2:28][N:27]([C:30]2[N:35]=[CH:34][C:33](B(O)O)=[CH:32][CH:31]=2)[CH2:26][CH2:25]1.C(#N)C.C(=O)([O-])[O-].[Na+].[Na+], predict the reaction product. The product is: [CH:19]1([O:18][C:12]2[CH:11]=[C:10]([CH:15]=[CH:14][C:13]=2[O:16][CH3:17])[CH2:9][NH:8][C:4]2[CH:3]=[C:2]([C:33]3[CH:34]=[N:35][C:30]([N:27]4[CH2:26][CH2:25][O:24][CH2:29][CH2:28]4)=[CH:31][CH:32]=3)[CH:7]=[N:6][CH:5]=2)[CH2:23][CH2:22][CH2:21][CH2:20]1. (3) Given the reactants [CH2:1]([NH:5][C:6]1[N:7]([C:15]2[CH:20]=[CH:19][C:18]([Cl:21])=[CH:17][CH:16]=2)[N:8]=[C:9]2[C:14]=1[CH:13]=[CH:12][CH:11]=[CH:10]2)[CH2:2][CH2:3][CH3:4].[CH3:22][O:23][C:24](=[O:35])[C:25]1[CH:30]=[CH:29][C:28]([N:31]=[C:32]=[O:33])=[C:27]([Cl:34])[CH:26]=1, predict the reaction product. The product is: [CH3:22][O:23][C:24](=[O:35])[C:25]1[CH:30]=[CH:29][C:28]([NH:31][C:32]([N:5]([CH2:1][CH2:2][CH2:3][CH3:4])[C:6]2[N:7]([C:15]3[CH:20]=[CH:19][C:18]([Cl:21])=[CH:17][CH:16]=3)[N:8]=[C:9]3[C:14]=2[CH:13]=[CH:12][CH:11]=[CH:10]3)=[O:33])=[C:27]([Cl:34])[CH:26]=1. (4) Given the reactants [Sn](Cl)Cl.[C:4]([C:8]1[CH:13]=[CH:12][C:11]([C:14]#[C:15][C:16]2(O)[C:27]3[C:26]4[CH:28]=[CH:29][CH:30]=[CH:31][C:25]=4[S:24][C:23]=3[C:22]([C:33]#[C:34][C:35]3[CH:40]=[CH:39][C:38]([C:41]([CH3:44])([CH3:43])[CH3:42])=[CH:37][CH:36]=3)(O)[C:21]3[C:20]4[CH:45]=[CH:46][CH:47]=[CH:48][C:19]=4[S:18][C:17]2=3)=[CH:10][CH:9]=1)([CH3:7])([CH3:6])[CH3:5], predict the reaction product. The product is: [C:41]([C:38]1[CH:39]=[CH:40][C:35]([C:34]#[C:33][C:22]2[C:21]3[C:20]4[CH:45]=[CH:46][CH:47]=[CH:48][C:19]=4[S:18][C:17]=3[C:16]([C:15]#[C:14][C:11]3[CH:12]=[CH:13][C:8]([C:4]([CH3:6])([CH3:5])[CH3:7])=[CH:9][CH:10]=3)=[C:27]3[C:23]=2[S:24][C:25]2[CH:31]=[CH:30][CH:29]=[CH:28][C:26]=23)=[CH:36][CH:37]=1)([CH3:42])([CH3:43])[CH3:44]. (5) Given the reactants [C:1]([O:5][C@@H:6]([C:11]1[C:16]([CH3:17])=[CH:15][CH:14]=[C:13]([OH:18])[C:12]=1[C:19]1[CH:20]=[CH:21][C:22]2[O:27][CH2:26][CH2:25][CH2:24][C:23]=2[CH:28]=1)[C:7]([O:9][CH3:10])=[O:8])([CH3:4])([CH3:3])[CH3:2].C(N(CC)CC)C.[F:36][C:37]([F:50])([F:49])[S:38](O[S:38]([C:37]([F:50])([F:49])[F:36])(=[O:40])=[O:39])(=[O:40])=[O:39].O, predict the reaction product. The product is: [C:1]([O:5][C@@H:6]([C:11]1[C:16]([CH3:17])=[CH:15][CH:14]=[C:13]([O:18][S:38]([C:37]([F:50])([F:49])[F:36])(=[O:40])=[O:39])[C:12]=1[C:19]1[CH:20]=[CH:21][C:22]2[O:27][CH2:26][CH2:25][CH2:24][C:23]=2[CH:28]=1)[C:7]([O:9][CH3:10])=[O:8])([CH3:4])([CH3:2])[CH3:3].